From a dataset of Reaction yield outcomes from USPTO patents with 853,638 reactions. Predict the reaction yield, written as a fraction of the theoretical maximum amount of product (1.0 means a 100% yield; for example, 0.34 means a 34% yield). (1) The reactants are [CH2:1]=[C:2]1[C:14](=[O:15])[C:13]2[C:12]3[C:7](=[CH:8][CH:9]=[CH:10][CH:11]=3)[N:6]([CH2:16][C:17]3[CH:26]=[CH:25][C:20]([C:21]([O:23][CH3:24])=[O:22])=[CH:19][CH:18]=3)[C:5]=2[CH2:4][CH2:3]1.[NH:27]1[CH2:32][CH2:31][O:30][CH2:29][CH2:28]1. The catalyst is C1(C)C=CC=CC=1. The product is [O:30]1[CH2:31][CH2:32][N:27]([CH2:1][CH:2]2[C:14](=[O:15])[C:13]3[C:12]4[C:7](=[CH:8][CH:9]=[CH:10][CH:11]=4)[N:6]([CH2:16][C:17]4[CH:18]=[CH:19][C:20]([C:21]([O:23][CH3:24])=[O:22])=[CH:25][CH:26]=4)[C:5]=3[CH2:4][CH2:3]2)[CH2:28][CH2:29]1. The yield is 0.560. (2) The reactants are Br[C:2]1[C:3]([CH3:10])=[C:4]([CH3:9])[C:5]([NH2:8])=[N:6][CH:7]=1.[C:11]([Cu])#[N:12].C(N)CN. The catalyst is CC(N(C)C)=O. The product is [NH2:8][C:5]1[C:4]([CH3:9])=[C:3]([CH3:10])[C:2]([C:11]#[N:12])=[CH:7][N:6]=1. The yield is 0.990.